The task is: Predict the reactants needed to synthesize the given product.. This data is from Full USPTO retrosynthesis dataset with 1.9M reactions from patents (1976-2016). (1) Given the product [C:6]([N:9]1[CH2:14][CH2:13][N:12]([CH2:15][CH2:16][O:17][C:46]2[CH:47]=[CH:48][C:43]([CH:40]3[CH2:39][CH2:38][N:37]([C:34]4[CH2:35][CH2:36][C:31]5[N:32]([C:28]([C:27]([F:51])([F:50])[F:26])=[N:29][N:30]=5)[N:33]=4)[CH2:42][CH2:41]3)=[CH:44][CH:45]=2)[CH2:11][C@H:10]1[CH3:18])(=[O:8])[CH3:7], predict the reactants needed to synthesize it. The reactants are: CS(Cl)(=O)=O.[C:6]([N:9]1[CH2:14][CH2:13][N:12]([CH2:15][CH2:16][OH:17])[CH2:11][C@H:10]1[CH3:18])(=[O:8])[CH3:7].C(N(CC)CC)C.[F:26][C:27]([F:51])([F:50])[C:28]1[N:32]2[N:33]=[C:34]([N:37]3[CH2:42][CH2:41][CH:40]([C:43]4[CH:48]=[CH:47][C:46](O)=[CH:45][CH:44]=4)[CH2:39][CH2:38]3)[CH2:35][CH2:36][C:31]2=[N:30][N:29]=1.C(=O)([O-])[O-].[K+].[K+]. (2) The reactants are: CN(C(ON1N=NC2C=CC=NC1=2)=[N+](C)C)C.F[P-](F)(F)(F)(F)F.CCN(C(C)C)C(C)C.[CH2:34]([N:41]1[C:45]([C:46]([F:49])([F:48])[F:47])=[C:44]([CH3:50])[C:43]([Br:51])=[C:42]1[C:52](O)=[O:53])[C:35]1[CH:40]=[CH:39][CH:38]=[CH:37][CH:36]=1.[CH2:55]([NH2:60])[C:56]([CH3:59])([CH3:58])[CH3:57]. Given the product [CH2:34]([N:41]1[C:45]([C:46]([F:49])([F:48])[F:47])=[C:44]([CH3:50])[C:43]([Br:51])=[C:42]1[C:52]([NH:60][CH2:55][C:56]([CH3:59])([CH3:58])[CH3:57])=[O:53])[C:35]1[CH:36]=[CH:37][CH:38]=[CH:39][CH:40]=1, predict the reactants needed to synthesize it. (3) Given the product [CH2:1]([CH:5]([CH2:11][C:12]1[CH:17]=[CH:16][C:15]([O:18][CH2:19][CH2:20][NH:21][C:22]([C:24]2[CH:29]=[CH:28][C:27]([C:30]3[CH:35]=[CH:34][CH:33]=[CH:32][C:31]=3[CH:36]=[O:37])=[CH:26][CH:25]=2)=[O:23])=[CH:14][CH:13]=1)[C:6]([OH:8])=[O:7])[CH2:2][CH2:3][CH3:4], predict the reactants needed to synthesize it. The reactants are: [CH2:1]([CH:5]([CH2:11][C:12]1[CH:17]=[CH:16][C:15]([O:18][CH2:19][CH2:20][NH:21][C:22]([C:24]2[CH:29]=[CH:28][C:27]([C:30]3[CH:35]=[CH:34][CH:33]=[CH:32][C:31]=3[CH:36]=[O:37])=[CH:26][CH:25]=2)=[O:23])=[CH:14][CH:13]=1)[C:6]([O:8]CC)=[O:7])[CH2:2][CH2:3][CH3:4].[OH-].[Na+].